From a dataset of Reaction yield outcomes from USPTO patents with 853,638 reactions. Predict the reaction yield, written as a fraction of the theoretical maximum amount of product (1.0 means a 100% yield; for example, 0.34 means a 34% yield). The reactants are Cl.[CH3:2][C@@H:3]1[CH2:8][CH2:7][NH:6][CH2:5][C@@H:4]1[C:9]1[N:13]2[C:14]3[CH:20]=[CH:19][NH:18][C:15]=3[N:16]=[CH:17][C:12]2=[CH:11][N:10]=1.[N:21]1([C:27](Cl)=[O:28])[CH2:26][CH2:25][CH2:24][CH2:23][CH2:22]1. The catalyst is C1COCC1.C(Cl)Cl. The product is [C:9]1([C@@H:4]2[C@H:3]([CH3:2])[CH2:8][CH2:7][N:6]([C:27]([N:21]3[CH2:26][CH2:25][CH2:24][CH2:23][CH2:22]3)=[O:28])[CH2:5]2)[N:13]2[C:14]3[CH:20]=[CH:19][NH:18][C:15]=3[N:16]=[CH:17][C:12]2=[CH:11][N:10]=1. The yield is 0.0800.